This data is from Full USPTO retrosynthesis dataset with 1.9M reactions from patents (1976-2016). The task is: Predict the reactants needed to synthesize the given product. (1) Given the product [Br:1][C:2]1[CH:3]=[C:4]([C:12]([NH:16][CH:17]([CH3:21])[CH2:18][O:19][CH3:20])=[O:14])[C:5](=[O:11])[NH:6][C:7]=1[CH:8]([F:9])[F:10], predict the reactants needed to synthesize it. The reactants are: [Br:1][C:2]1[CH:3]=[C:4]([C:12]([O:14]C)=O)[C:5](=[O:11])[NH:6][C:7]=1[CH:8]([F:10])[F:9].[NH2:16][CH:17]([CH3:21])[CH2:18][O:19][CH3:20].Cl. (2) The reactants are: [F:1][C:2]1[C:3]([NH:23][C:24]2[CH:29]=[CH:28][C:27]([C:30]#[C:31][Si](C)(C)C)=[CH:26][C:25]=2[F:36])=[C:4]([C:9]2[O:13][C:12]([NH:14][CH2:15][CH2:16][N:17]3[CH2:22][CH2:21][O:20][CH2:19][CH2:18]3)=[N:11][N:10]=2)[CH:5]=[CH:6][C:7]=1[F:8].C1(C)C(S(O)(=O)=[O:44])=CC=CC=1. Given the product [F:1][C:2]1[C:7]([F:8])=[CH:6][CH:5]=[C:4]([C:9]2[O:13][C:12]([NH:14][CH2:15][CH2:16][N:17]3[CH2:22][CH2:21][O:20][CH2:19][CH2:18]3)=[N:11][N:10]=2)[C:3]=1[NH:23][C:24]1[CH:29]=[CH:28][C:27]([C:30](=[O:44])[CH3:31])=[CH:26][C:25]=1[F:36], predict the reactants needed to synthesize it. (3) Given the product [CH2:8]([O:7][C:1]1[CH:2]=[CH:3][C:4]([S:15]([Cl:18])(=[O:17])=[O:16])=[CH:5][CH:6]=1)[C:9]1[CH:10]=[CH:11][CH:12]=[CH:13][CH:14]=1, predict the reactants needed to synthesize it. The reactants are: [C:1]1([O:7][CH2:8][C:9]2[CH:14]=[CH:13][CH:12]=[CH:11][CH:10]=2)[CH:6]=[CH:5][CH:4]=[CH:3][CH:2]=1.[S:15](Cl)([Cl:18])(=[O:17])=[O:16]. (4) Given the product [NH2:19][C:11]1[CH2:12][CH:7]([C:1]2[CH:6]=[CH:5][CH:4]=[CH:3][CH:2]=2)[CH2:8][C:9](=[O:14])[CH:10]=1, predict the reactants needed to synthesize it. The reactants are: [C:1]1([CH:7]2[CH2:12][C:11](=O)[CH2:10][C:9](=[O:14])[CH2:8]2)[CH:6]=[CH:5][CH:4]=[CH:3][CH:2]=1.C([O-])(=O)C.[NH4+:19].